From a dataset of Full USPTO retrosynthesis dataset with 1.9M reactions from patents (1976-2016). Predict the reactants needed to synthesize the given product. (1) Given the product [C:8]([O:12][C:13]([NH:1][CH2:2][C:3]([CH3:7])([CH3:6])[CH2:4][OH:5])=[O:14])([CH3:11])([CH3:10])[CH3:9], predict the reactants needed to synthesize it. The reactants are: [NH2:1][CH2:2][C:3]([CH3:7])([CH3:6])[CH2:4][OH:5].[C:8]([O:12][C:13](O[C:13]([O:12][C:8]([CH3:11])([CH3:10])[CH3:9])=[O:14])=[O:14])([CH3:11])([CH3:10])[CH3:9].C(=O)(O)[O-].[Na+]. (2) The reactants are: [Br:1][C:2]1[CH:3]=[CH:4][C:5]([O:11][C:12]([F:15])([F:14])[F:13])=[C:6]([CH:10]=1)[C:7]([OH:9])=O.[Br:16][C:17]1C=CC(OC(F)(F)F)=CC=1. Given the product [Br:16][CH2:17][C:7]([C:6]1[CH:10]=[C:2]([Br:1])[CH:3]=[CH:4][C:5]=1[O:11][C:12]([F:15])([F:14])[F:13])=[O:9], predict the reactants needed to synthesize it. (3) The reactants are: [CH2:1]([O:5][C:6]1[CH:13]=[CH:12][C:9]([CH:10]=O)=[CH:8][CH:7]=1)[CH2:2][CH2:3][CH3:4].[Br:14][C:15]1[CH:20]=[C:19]([CH2:21]P(OCC)(=O)OCC)[C:18]([Br:30])=[CH:17][C:16]=1[CH2:31]P(OCC)(=O)OCC.[CH3:40][C:41]([O-:44])(C)[CH3:42].[K+]. Given the product [Br:30][C:18]1[CH:17]=[C:16](/[CH:31]=[CH:10]/[C:9]2[CH:12]=[CH:13][C:6]([O:5][CH2:1][CH2:2][CH2:3][CH3:4])=[CH:7][CH:8]=2)[C:15]([Br:14])=[CH:20][C:19]=1/[CH:21]=[CH:12]/[C:9]1[CH:10]=[CH:42][C:41]([O:44][CH2:1][CH2:2][CH2:3][CH3:4])=[CH:40][CH:8]=1, predict the reactants needed to synthesize it. (4) Given the product [Cl:1][C:2]1[CH:3]=[C:4]([CH2:20][C:21]([OH:23])=[O:22])[CH:5]=[C:6]([Cl:19])[C:7]=1[S:8][C:9]1[CH:14]=[C:13]([CH:15]([CH3:17])[CH3:16])[C:12](=[O:26])[NH:11][N:10]=1, predict the reactants needed to synthesize it. The reactants are: [Cl:1][C:2]1[CH:3]=[C:4]([CH2:20][C:21]([OH:23])=[O:22])[CH:5]=[C:6]([Cl:19])[C:7]=1[S:8][C:9]1[N:10]=[N:11][C:12](Cl)=[C:13]([CH:15]([CH3:17])[CH3:16])[CH:14]=1.C([O-])(=[O:26])C.[Na+]. (5) The reactants are: [C:1]([OH:20])(=[O:19])[CH2:2][CH2:3][CH2:4][CH2:5][CH2:6][CH2:7][CH2:8]/[CH:9]=[CH:10]\[CH2:11][CH2:12][CH2:13][CH2:14][CH2:15][CH2:16][CH2:17][CH3:18].[OH:21][CH2:22][CH:23]([CH2:25]O)[OH:24]. Given the product [CH3:18][CH2:17][CH2:16][CH2:15][CH2:14][CH2:13][CH2:12][CH2:11]/[CH:10]=[CH:9]\[CH2:8][CH2:7][CH2:6][CH2:5][CH2:4][CH2:3][CH2:2][C:1]([O:20][CH2:25][CH:23]([OH:24])[CH2:22][OH:21])=[O:19], predict the reactants needed to synthesize it.